This data is from Full USPTO retrosynthesis dataset with 1.9M reactions from patents (1976-2016). The task is: Predict the reactants needed to synthesize the given product. (1) Given the product [CH:12]([C:15]1[CH:21]=[CH:20][C:18]([NH:19][C:30](=[O:31])[O:29][C:26]([CH3:28])([CH3:27])[CH3:25])=[C:17]([N+:22]([O-:24])=[O:23])[CH:16]=1)([CH3:14])[CH3:13], predict the reactants needed to synthesize it. The reactants are: [H-].[Na+].C[Si](N[Si](C)(C)C)(C)C.[CH:12]([C:15]1[CH:21]=[CH:20][C:18]([NH2:19])=[C:17]([N+:22]([O-:24])=[O:23])[CH:16]=1)([CH3:14])[CH3:13].[CH3:25][C:26]([O:29][C:30](O[C:30]([O:29][C:26]([CH3:28])([CH3:27])[CH3:25])=[O:31])=[O:31])([CH3:28])[CH3:27]. (2) Given the product [CH3:2][O:3][C:4]1[CH:13]=[CH:12][C:11]2[CH2:10][N:9]([C:22]3[S:23][C:24]([C:28]([N:30]4[CH2:31][CH2:32][O:33][CH2:34][CH2:35]4)=[O:29])=[C:25]([CH3:27])[N:26]=3)[CH2:8][CH2:7][C:6]=2[C:5]=1[CH:14]=[O:15], predict the reactants needed to synthesize it. The reactants are: Cl.[CH3:2][O:3][C:4]1[CH:13]=[CH:12][C:11]2[CH2:10][NH:9][CH2:8][CH2:7][C:6]=2[C:5]=1[CH:14]=[O:15].CN(C)C=O.Cl[C:22]1[S:23][C:24]([C:28]([N:30]2[CH2:35][CH2:34][O:33][CH2:32][CH2:31]2)=[O:29])=[C:25]([CH3:27])[N:26]=1.C(=O)([O-])[O-].[K+].[K+]. (3) Given the product [F:10][C:11]1[CH:17]=[CH:16][C:14]([NH:15][CH2:23][CH2:24][N:25]2[C:29](=[O:30])[N:28]([C:31]3[S:32][C:33]([C:37]([NH:38][CH2:39][C:40]4[CH:41]=[N:42][CH:43]=[CH:44][CH:45]=4)=[O:46])=[C:34]([CH3:36])[N:35]=3)[CH:27]=[N:26]2)=[CH:13][CH:12]=1, predict the reactants needed to synthesize it. The reactants are: FC1C=CC(CN)=CC=1.[F:10][C:11]1[CH:17]=[CH:16][C:14]([NH2:15])=[CH:13][CH:12]=1.CS(O[CH2:23][CH2:24][N:25]1[C:29](=[O:30])[N:28]([C:31]2[S:32][C:33]([C:37](=[O:46])[NH:38][CH2:39][C:40]3[CH:41]=[N:42][CH:43]=[CH:44][CH:45]=3)=[C:34]([CH3:36])[N:35]=2)[CH:27]=[N:26]1)(=O)=O. (4) Given the product [Br:1][C:2]1[CH:3]=[N:4][N:5]([CH:7]2[CH2:9][CH2:8]2)[CH:6]=1, predict the reactants needed to synthesize it. The reactants are: [Br:1][C:2]1[CH:3]=[N:4][NH:5][CH:6]=1.[CH:7]1(Br)[CH2:9][CH2:8]1.C(=O)([O-])[O-].[Cs+].[Cs+]. (5) Given the product [F:34][C:2]([F:1])([F:33])[C:3]1[CH:32]=[CH:31][CH:30]=[CH:29][C:4]=1[O:5][CH:6]1[CH2:11][CH2:10][N:9]([C:12]2[N:17]=[CH:16][C:15]([C:18]3[CH:19]=[N:20][N:21]([CH2:23][C:24]([OH:26])=[O:25])[CH:22]=3)=[CH:14][N:13]=2)[CH2:8][CH2:7]1, predict the reactants needed to synthesize it. The reactants are: [F:1][C:2]([F:34])([F:33])[C:3]1[CH:32]=[CH:31][CH:30]=[CH:29][C:4]=1[O:5][CH:6]1[CH2:11][CH2:10][N:9]([C:12]2[N:17]=[CH:16][C:15]([C:18]3[CH:19]=[N:20][N:21]([CH2:23][C:24]([O:26]CC)=[O:25])[CH:22]=3)=[CH:14][N:13]=2)[CH2:8][CH2:7]1.[OH-].[Na+]. (6) Given the product [CH2:29]([O:36][C:37]1[CH:38]=[CH:39][C:40]([C@@H:48]([OH:51])[CH2:49][Br:50])=[C:41]2[C:46]=1[NH:45][C:44](=[O:47])[CH:43]=[CH:42]2)[C:30]1[CH:31]=[CH:32][CH:33]=[CH:34][CH:35]=1, predict the reactants needed to synthesize it. The reactants are: C1CN[C@H](C(O)(C2C=CC=CC=2)C2C=CC=CC=2)C1.CB1OB(C)OB(C)O1.[CH2:29]([O:36][C:37]1[CH:38]=[CH:39][C:40]([C:48](=[O:51])[CH2:49][Br:50])=[C:41]2[C:46]=1[NH:45][C:44](=[O:47])[CH:43]=[CH:42]2)[C:30]1[CH:35]=[CH:34][CH:33]=[CH:32][CH:31]=1.B. (7) Given the product [Cl:59][C:53]1[CH:52]=[C:51]2[C:56]([C:57](=[O:58])[C:48]([CH2:47][NH:46][C:7]([C:4]3[S:3][C:2]([Br:1])=[N:6][CH:5]=3)=[O:9])=[CH:49][N:50]2[C:60]2[CH:65]=[CH:64][CH:63]=[CH:62][CH:61]=2)=[CH:55][CH:54]=1, predict the reactants needed to synthesize it. The reactants are: [Br:1][C:2]1[S:3][C:4]([C:7]([OH:9])=O)=[CH:5][N:6]=1.C(N(CC)C(C)C)(C)C.F[P-](F)(F)(F)(F)F.N1(O[P+](N(C)C)(N(C)C)N(C)C)C2C=CC=CC=2N=N1.[NH2:46][CH2:47][C:48]1[C:57](=[O:58])[C:56]2[C:51](=[CH:52][C:53]([Cl:59])=[CH:54][CH:55]=2)[N:50]([C:60]2[CH:65]=[CH:64][CH:63]=[CH:62][CH:61]=2)[CH:49]=1. (8) Given the product [ClH:15].[Cl:50][C:49]1[CH:48]=[CH:47][CH:46]=[CH:45][C:44]=1/[CH:43]=[CH:42]/[C:34]1[N:33]([C:28]2[CH:29]=[CH:30][CH:31]=[CH:32][N:27]=2)[C:37]2[CH:38]=[CH:39][CH:40]=[CH:41][C:36]=2[N:35]=1, predict the reactants needed to synthesize it. The reactants are: N1C=CC=CC=1NC1C=CC=CC=1N.[Cl:15]C1C=CC=CC=1/C=C/C(Cl)=O.[N:27]1[CH:32]=[CH:31][CH:30]=[CH:29][C:28]=1[N:33]1[C:37]2[CH:38]=[CH:39][CH:40]=[CH:41][C:36]=2[N:35]=[C:34]1/[CH:42]=[CH:43]/[C:44]1[CH:49]=[CH:48][CH:47]=[CH:46][CH:45]=1.[ClH:50]. (9) Given the product [I:3][C:4]1[C@H:5]([OH:35])[C@@H:6]2[O:10][C:9]([CH3:12])([CH3:11])[O:8][C@@H:7]2[C:13]=1[CH2:14][O:15][C:16]([C:23]1[CH:24]=[CH:25][CH:26]=[CH:27][CH:28]=1)([C:17]1[CH:18]=[CH:19][CH:20]=[CH:21][CH:22]=1)[C:29]1[CH:34]=[CH:33][CH:32]=[CH:31][CH:30]=1, predict the reactants needed to synthesize it. The reactants are: CO.[I:3][C:4]1[C:5](=[O:35])[CH:6]2[O:10][C:9]([CH3:12])([CH3:11])[O:8][CH:7]2[C:13]=1[CH2:14][O:15][C:16]([C:29]1[CH:34]=[CH:33][CH:32]=[CH:31][CH:30]=1)([C:23]1[CH:28]=[CH:27][CH:26]=[CH:25][CH:24]=1)[C:17]1[CH:22]=[CH:21][CH:20]=[CH:19][CH:18]=1.[BH4-].[Na+].